Dataset: Reaction yield outcomes from USPTO patents with 853,638 reactions. Task: Predict the reaction yield, written as a fraction of the theoretical maximum amount of product (1.0 means a 100% yield; for example, 0.34 means a 34% yield). The reactants are [F:1][C:2]1[CH:3]=[C:4]([CH:6]=[CH:7][C:8]=1[N+:9]([O-:11])=[O:10])[NH2:5].[Br:12]Br.[OH-].[Na+]. The catalyst is CC(O)=O.C(Cl)(Cl)Cl. The product is [Br:12][C:6]1[CH:7]=[C:8]([N+:9]([O-:11])=[O:10])[C:2]([F:1])=[CH:3][C:4]=1[NH2:5]. The yield is 0.900.